This data is from Forward reaction prediction with 1.9M reactions from USPTO patents (1976-2016). The task is: Predict the product of the given reaction. (1) Given the reactants [C:1]1([CH3:15])[CH:6]=[CH:5][CH:4]=[CH:3][C:2]=1[NH:7][C:8]1[C:9]([NH2:14])=[CH:10][CH:11]=[CH:12][CH:13]=1.[S:16](N)(N)(=[O:18])=[O:17], predict the reaction product. The product is: [CH3:15][C:1]1[CH:6]=[CH:5][CH:4]=[CH:3][C:2]=1[N:7]1[C:8]2[CH:13]=[CH:12][CH:11]=[CH:10][C:9]=2[NH:14][S:16]1(=[O:18])=[O:17]. (2) Given the reactants [C:1]1([N:7]([C:17]2[CH:22]=[CH:21][CH:20]=[CH:19][CH:18]=2)[C:8]2[CH:13]=[CH:12][C:11](B(O)O)=[CH:10][CH:9]=2)[CH:6]=[CH:5][CH:4]=[CH:3][CH:2]=1.[Br:23][C:24]1[CH:25]=[CH:26][C:27](I)=[N:28][CH:29]=1.C([O-])([O-])=O.[Na+].[Na+].O, predict the reaction product. The product is: [Br:23][C:24]1[CH:25]=[CH:26][C:27]([C:11]2[CH:12]=[CH:13][C:8]([N:7]([C:1]3[CH:6]=[CH:5][CH:4]=[CH:3][CH:2]=3)[C:17]3[CH:22]=[CH:21][CH:20]=[CH:19][CH:18]=3)=[CH:9][CH:10]=2)=[N:28][CH:29]=1. (3) Given the reactants [CH3:1][C:2]1[C:3](=[O:9])[O:4][C:5]([CH3:8])(O)[CH:6]=1.C(Cl)Cl.[NH2:13][C:14]1[CH:19]=[CH:18][CH:17]=[CH:16][CH:15]=1, predict the reaction product. The product is: [C:14]1([NH:13][C:5]2([CH3:8])[O:4][C:3](=[O:9])[C:2]([CH3:1])=[CH:6]2)[CH:19]=[CH:18][CH:17]=[CH:16][CH:15]=1. (4) The product is: [CH2:1]([Sn:5]([CH2:10][CH2:11][CH2:12][CH3:13])([CH2:6][CH2:7][CH2:8][CH3:9])[S:16][CH3:15])[CH2:2][CH2:3][CH3:4]. Given the reactants [CH2:1]([Sn:5](Cl)([CH2:10][CH2:11][CH2:12][CH3:13])[CH2:6][CH2:7][CH2:8][CH3:9])[CH2:2][CH2:3][CH3:4].[CH3:15][S-:16].[Na+], predict the reaction product. (5) Given the reactants Br[C:2]1[C:12]2[O:11][CH2:10][CH2:9][N:8]([C:13]([O:15][C:16]([CH3:19])([CH3:18])[CH3:17])=[O:14])[CH2:7][C:6]=2[CH:5]=[CH:4][CH:3]=1.Cl.[F:21][C:22]1([F:27])[CH2:26][CH2:25][NH:24][CH2:23]1.CC(C)([O-])C.[Na+].O, predict the reaction product. The product is: [F:21][C:22]1([F:27])[CH2:26][CH2:25][N:24]([C:2]2[C:12]3[O:11][CH2:10][CH2:9][N:8]([C:13]([O:15][C:16]([CH3:19])([CH3:18])[CH3:17])=[O:14])[CH2:7][C:6]=3[CH:5]=[CH:4][CH:3]=2)[CH2:23]1. (6) Given the reactants Cl.[O:2]=[C:3]1[C:8]([C:9]([O:11][CH3:12])=[O:10])=[CH:7][CH:6]=[CH:5][NH:4]1.[H-].[Na+].Cl[CH2:16][C:17]1[CH:26]=[CH:25][C:24]2[C:19](=[CH:20][CH:21]=[CH:22][CH:23]=2)[N:18]=1, predict the reaction product. The product is: [N:18]1[C:19]2[C:24](=[CH:23][CH:22]=[CH:21][CH:20]=2)[CH:25]=[CH:26][C:17]=1[CH2:16][N:4]1[CH:5]=[CH:6][CH:7]=[C:8]([C:9]([O:11][CH3:12])=[O:10])[C:3]1=[O:2]. (7) Given the reactants C[CH:2]1[C:7](=[O:8])[O:6][CH2:5][C:3]1=O.[NH:9]1[CH2:13][CH2:12][CH2:11][CH2:10]1, predict the reaction product. The product is: [N:9]1([C:3]2[CH2:5][O:6][C:7](=[O:8])[CH:2]=2)[CH2:13][CH2:12][CH2:11][CH2:10]1. (8) Given the reactants FC1C=C(N)C(N)=CC=1OC.[CH2:12]([O:14][C:15]1[C:16]([F:25])=[CH:17][C:18]([N+:22]([O-])=O)=[C:19]([CH:21]=1)[NH2:20])[CH3:13], predict the reaction product. The product is: [CH2:12]([O:14][C:15]1[CH:21]=[C:19]([NH2:20])[C:18]([NH2:22])=[CH:17][C:16]=1[F:25])[CH3:13]. (9) The product is: [F:1][C:2]1[CH:3]=[C:4]([CH:14]([CH3:20])[C:15]([OH:17])=[O:16])[CH:5]=[CH:6][C:7]=1[CH2:8][NH:9][S:10]([CH3:13])(=[O:11])=[O:12]. Given the reactants [F:1][C:2]1[CH:3]=[C:4]([CH:14]([CH3:20])[C:15]([O:17]CC)=[O:16])[CH:5]=[CH:6][C:7]=1[CH2:8][NH:9][S:10]([CH3:13])(=[O:12])=[O:11].[OH-].[Li+], predict the reaction product. (10) The product is: [Br:21][C:19]1[CH:18]=[CH:17][C:16]([O:22][CH3:23])=[C:15]([CH:20]=1)[CH2:14][C@H:13]1[CH2:24][O:26][C:11](=[O:10])[NH:12]1. Given the reactants [H-].[Na+].C([O:10][C:11](=[O:26])[NH:12][C@H:13]([CH2:24]O)[CH2:14][C:15]1[CH:20]=[C:19]([Br:21])[CH:18]=[CH:17][C:16]=1[O:22][CH3:23])C1C=CC=CC=1.OS([O-])(=O)=O.[K+].N, predict the reaction product.